Dataset: Forward reaction prediction with 1.9M reactions from USPTO patents (1976-2016). Task: Predict the product of the given reaction. (1) Given the reactants [Br:1][C:2]1[CH:3]=[C:4]([CH:18]=[C:19]([CH2:21][NH:22][CH2:23][C:24]([F:27])([F:26])[F:25])[CH:20]=1)[CH2:5][O:6][C:7]1[CH:12]=[CH:11][CH:10]=[CH:9][C:8]=1[CH2:13][C:14]([O:16][CH3:17])=[O:15].[C:28](=O)(O)[O-].[Na+].FC(F)(F)S(OC)(=O)=O, predict the reaction product. The product is: [Br:1][C:2]1[CH:3]=[C:4]([CH:18]=[C:19]([CH2:21][N:22]([CH3:28])[CH2:23][C:24]([F:25])([F:26])[F:27])[CH:20]=1)[CH2:5][O:6][C:7]1[CH:12]=[CH:11][CH:10]=[CH:9][C:8]=1[CH2:13][C:14]([O:16][CH3:17])=[O:15]. (2) Given the reactants [NH2:1][C:2]1[CH:3]=[C:4]2[C:17](=[CH:18][CH:19]=1)[CH2:16][C:6]1([C:14]3[C:9](=[N:10][CH:11]=[CH:12][CH:13]=3)[NH:8][C:7]1=[O:15])[CH2:5]2.[CH2:20]([O:22]/[CH:23]=[CH:24]/[C:25](Cl)=[O:26])[CH3:21], predict the reaction product. The product is: [CH2:20]([O:22]/[CH:23]=[CH:24]/[C:25]([NH:1][C:2]1[CH:3]=[C:4]2[C:17](=[CH:18][CH:19]=1)[CH2:16][C:6]1([C:14]3[C:9](=[N:10][CH:11]=[CH:12][CH:13]=3)[NH:8][C:7]1=[O:15])[CH2:5]2)=[O:26])[CH3:21].